This data is from Forward reaction prediction with 1.9M reactions from USPTO patents (1976-2016). The task is: Predict the product of the given reaction. (1) Given the reactants Br[C:2]1[N:7]=[C:6]([C:8]2[N:17]=[CH:16][C:15]3[CH2:14][CH2:13][C:12]([CH3:19])([CH3:18])[CH2:11][C:10]=3[N:9]=2)[CH:5]=[CH:4][CH:3]=1.[Cl-].[CH3:21][O:22][C:23]1[CH:30]=[CH:29][CH:28]=[CH:27][C:24]=1[CH2:25][Zn+], predict the reaction product. The product is: [CH3:21][O:22][C:23]1[CH:30]=[CH:29][CH:28]=[CH:27][C:24]=1[CH2:25][C:2]1[N:7]=[C:6]([C:8]2[N:17]=[CH:16][C:15]3[CH2:14][CH2:13][C:12]([CH3:19])([CH3:18])[CH2:11][C:10]=3[N:9]=2)[CH:5]=[CH:4][CH:3]=1. (2) Given the reactants [C:1]1([S:7]([CH2:10][C:11]2[C:16]([C:17]([O:19][CH3:20])=[O:18])=[C:15]([O:21][CH3:22])[C:14](B3OC(C)(C)C(C)(C)O3)=[CH:13][CH:12]=2)(=[O:9])=[O:8])[CH:6]=[CH:5][CH:4]=[CH:3][CH:2]=1.C(=O)([O-])[O-].[Cs+].[Cs+].Br[C:39]1[CH:40]=[N:41][S:42][CH:43]=1, predict the reaction product. The product is: [C:1]1([S:7]([CH2:10][C:11]2[C:16]([C:17]([O:19][CH3:20])=[O:18])=[C:15]([O:21][CH3:22])[C:14]([C:39]3[CH:40]=[N:41][S:42][CH:43]=3)=[CH:13][CH:12]=2)(=[O:8])=[O:9])[CH:6]=[CH:5][CH:4]=[CH:3][CH:2]=1.